From a dataset of Forward reaction prediction with 1.9M reactions from USPTO patents (1976-2016). Predict the product of the given reaction. Given the reactants [Si]([O:8][C:9]1[CH:22]=[CH:21][C:12]([CH2:13][N:14]2[CH2:18][C@@H:17]([CH3:19])[O:16][C:15]2=[O:20])=[CH:11][C:10]=1[F:23])(C(C)(C)C)(C)C.[F:24][C:25]1[CH:32]=[C:31]([C:33]([F:36])([F:35])[F:34])[CH:30]=[CH:29][C:26]=1[CH2:27]Br, predict the reaction product. The product is: [F:23][C:10]1[CH:11]=[C:12]([CH:21]=[CH:22][C:9]=1[O:8][CH2:27][C:26]1[CH:29]=[CH:30][C:31]([C:33]([F:34])([F:36])[F:35])=[CH:32][C:25]=1[F:24])[CH2:13][N:14]1[CH2:18][C@@H:17]([CH3:19])[O:16][C:15]1=[O:20].